This data is from Reaction yield outcomes from USPTO patents with 853,638 reactions. The task is: Predict the reaction yield, written as a fraction of the theoretical maximum amount of product (1.0 means a 100% yield; for example, 0.34 means a 34% yield). (1) The reactants are Cl[C:2]1[CH:7]=[C:6]([N:8]2[CH:12]=[C:11]([C:13]3[N:17]=[CH:16][NH:15][N:14]=3)[C:10]([C:18]3[CH:23]=[CH:22][CH:21]=[CH:20][C:19]=3[Cl:24])=[CH:9]2)[CH:5]=[CH:4][N:3]=1.[C:25]([NH2:28])(=[O:27])[CH3:26].CC1(C)C2C(=C(P(C3C=CC=CC=3)C3C=CC=CC=3)C=CC=2)OC2C(P(C3C=CC=CC=3)C3C=CC=CC=3)=CC=CC1=2.C(=O)([O-])[O-].[Cs+].[Cs+]. The catalyst is O1CCOCC1.O.C1C=CC(/C=C/C(/C=C/C2C=CC=CC=2)=O)=CC=1.C1C=CC(/C=C/C(/C=C/C2C=CC=CC=2)=O)=CC=1.C1C=CC(/C=C/C(/C=C/C2C=CC=CC=2)=O)=CC=1.[Pd].[Pd]. The product is [Cl:24][C:19]1[CH:20]=[CH:21][CH:22]=[CH:23][C:18]=1[C:10]1[C:11]([C:13]2[N:17]=[CH:16][NH:15][N:14]=2)=[CH:12][N:8]([C:6]2[CH:5]=[CH:4][N:3]=[C:2]([NH:28][C:25](=[O:27])[CH3:26])[CH:7]=2)[CH:9]=1. The yield is 0.140. (2) The reactants are [OH:1][CH2:2][C:3]1[CH:10]=[CH:9][C:6]([C:7]#[N:8])=[CH:5][CH:4]=1.[H-].[Na+].CI.[C:15](OCC)(=O)C.CCCCCC. The catalyst is C1COCC1.O. The product is [CH3:15][O:1][CH2:2][C:3]1[CH:10]=[CH:9][C:6]([C:7]#[N:8])=[CH:5][CH:4]=1. The yield is 0.900. (3) The catalyst is C1COCC1.[Ni]. The reactants are [NH2:1][C:2]1[N:7]=[C:6]([C:8]2[CH:13]=[CH:12][CH:11]=[CH:10][CH:9]=2)[C:5]([C:14]#[N:15])=[CH:4][N:3]=1.[OH-].[NH4+]. The yield is 0.560. The product is [NH2:15][CH2:14][C:5]1[C:6]([C:8]2[CH:9]=[CH:10][CH:11]=[CH:12][CH:13]=2)=[N:7][C:2]([NH2:1])=[N:3][CH:4]=1. (4) The reactants are [C:1]([C:5]1[C:10]([N+:11]([O-:13])=[O:12])=[CH:9][C:8]([NH:14][C:15]#[C:16][Si](C)(C)C)=[CH:7][CH:6]=1)([CH3:4])([CH3:3])[CH3:2]. The catalyst is CN(C=O)C.[Cu]I. The product is [C:1]([C:5]1[CH:6]=[C:7]2[C:8](=[CH:9][C:10]=1[N+:11]([O-:13])=[O:12])[NH:14][CH:15]=[CH:16]2)([CH3:4])([CH3:3])[CH3:2]. The yield is 0.690. (5) The reactants are [F:1][C:2]([F:13])([F:12])[C:3]1[C:4]2[CH2:11][O:10][CH2:9][CH2:8][C:5]=2[NH:6][N:7]=1.C(=O)([O-])[O-].[K+].[K+].Br[C:21]1[CH:26]=[CH:25][C:24]([CH2:27][C:28]([N:30]2[CH2:34][CH2:33][CH2:32][CH2:31]2)=[O:29])=[C:23]([F:35])[CH:22]=1.CN(C)CC(O)=O. The catalyst is [Cu]I.CS(C)=O. The product is [F:35][C:23]1[CH:22]=[C:21]([N:6]2[C:5]3[CH2:8][CH2:9][O:10][CH2:11][C:4]=3[C:3]([C:2]([F:12])([F:1])[F:13])=[N:7]2)[CH:26]=[CH:25][C:24]=1[CH2:27][C:28](=[O:29])[N:30]1[CH2:31][CH2:32][CH2:33][CH2:34]1. The yield is 0.220.